Task: Predict the product of the given reaction.. Dataset: Forward reaction prediction with 1.9M reactions from USPTO patents (1976-2016) (1) Given the reactants [Cl:1][C:2]1[CH:10]=[CH:9][C:5]([C:6]([OH:8])=O)=[C:4]([CH3:11])[N:3]=1.[C:12]([NH:15][NH2:16])(=O)[CH3:13].C1(P(C2C=CC=CC=2)C2C=CC=CC=2)C=CC=CC=1.ClC(Cl)(Cl)C#N, predict the reaction product. The product is: [Cl:1][C:2]1[N:3]=[C:4]([CH3:11])[C:5]([C:6]2[O:8][C:12]([CH3:13])=[N:15][N:16]=2)=[CH:9][CH:10]=1. (2) Given the reactants [F:1][C:2]1([F:55])[CH2:7][CH2:6][CH:5]([C:8]2[C:17]3[C@@H:16]([O:18]CC4C=CC(OC)=CC=4)[CH2:15][C:14]([CH3:29])([CH3:28])[CH2:13][C:12]=3[N:11]=[C:10]([CH:30]3[CH2:35][CH2:34][N:33]([C:36]4[N:41]=[CH:40][C:39]([OH:42])=[CH:38][N:37]=4)[CH2:32][CH2:31]3)[C:9]=2[C@@H:43]([F:54])[C:44]2[CH:49]=[CH:48][C:47]([C:50]([F:53])([F:52])[F:51])=[CH:46][CH:45]=2)[CH2:4][CH2:3]1.Cl.C(=O)([O-])O.[Na+], predict the reaction product. The product is: [F:55][C:2]1([F:1])[CH2:3][CH2:4][CH:5]([C:8]2[C:17]3[C@@H:16]([OH:18])[CH2:15][C:14]([CH3:28])([CH3:29])[CH2:13][C:12]=3[N:11]=[C:10]([CH:30]3[CH2:31][CH2:32][N:33]([C:36]4[N:41]=[CH:40][C:39]([OH:42])=[CH:38][N:37]=4)[CH2:34][CH2:35]3)[C:9]=2[C@@H:43]([F:54])[C:44]2[CH:45]=[CH:46][C:47]([C:50]([F:51])([F:53])[F:52])=[CH:48][CH:49]=2)[CH2:6][CH2:7]1. (3) The product is: [Si:1]([O:8][C:9]1[CH:10]=[CH:11][C:12]2[O:16][C:15](=[O:17])[N:14]([CH3:22])[C:13]=2[CH:18]=1)([C:4]([CH3:7])([CH3:5])[CH3:6])([CH3:3])[CH3:2]. Given the reactants [Si:1]([O:8][C:9]1[CH:10]=[CH:11][C:12]2[O:16][C:15](=[O:17])[NH:14][C:13]=2[CH:18]=1)([C:4]([CH3:7])([CH3:6])[CH3:5])([CH3:3])[CH3:2].[H-].[Na+].I[CH3:22], predict the reaction product. (4) Given the reactants [H-].[Na+].[F:3][C:4]1[CH:9]=[CH:8][C:7]([C:10](=[O:12])[CH3:11])=[CH:6][CH:5]=1.Br[C:14]1[CH:19]=[CH:18][C:17]([C:20]([F:23])([F:22])[F:21])=[CH:16][N:15]=1, predict the reaction product. The product is: [F:3][C:4]1[CH:9]=[CH:8][C:7]([C:10](=[O:12])[CH2:11][C:14]2[CH:19]=[CH:18][C:17]([C:20]([F:23])([F:22])[F:21])=[CH:16][N:15]=2)=[CH:6][CH:5]=1. (5) Given the reactants [F:1][C:2]1[CH:7]=[CH:6][C:5]([C:8]2[C:12]([C:13]3[CH:18]=[CH:17][N:16]=[CH:15][CH:14]=3)=[CH:11][N:10]([CH3:19])[N:9]=2)=[CH:4][CH:3]=1.[Br:20]Br, predict the reaction product. The product is: [Br:20][C:11]1[N:10]([CH3:19])[N:9]=[C:8]([C:5]2[CH:4]=[CH:3][C:2]([F:1])=[CH:7][CH:6]=2)[C:12]=1[C:13]1[CH:18]=[CH:17][N:16]=[CH:15][CH:14]=1. (6) Given the reactants [CH3:1][O:2][C:3](=[O:22])[CH:4]([C:14]1[CH:19]=[CH:18][CH:17]=[CH:16][C:15]=1[O:20][CH3:21])[CH2:5][C:6]1[C:7](Cl)=[N:8][C:9](Cl)=[N:10][CH:11]=1.[NH2:23][C:24]1[CH:29]=[CH:28][CH:27]=[CH:26][CH:25]=1, predict the reaction product. The product is: [CH3:1][O:2][C:3](=[O:22])[CH:4]([C:14]1[CH:19]=[CH:18][CH:17]=[CH:16][C:15]=1[O:20][CH3:21])[CH2:5][C:6]1[C:7]([NH:23][C:24]2[CH:29]=[CH:28][CH:27]=[CH:26][CH:25]=2)=[N:8][C:9]([NH:23][C:24]2[CH:29]=[CH:28][CH:27]=[CH:26][CH:25]=2)=[N:10][CH:11]=1. (7) Given the reactants [CH3:1][C:2]([C:25]1[CH:30]=[CH:29][CH:28]=[CH:27][CH:26]=1)([CH3:24])[C:3](=[O:23])/[CH:4]=[CH:5]/[C@H:6]1[CH2:10][CH2:9][C:8](=[O:11])[N:7]1[CH2:12][CH2:13][CH2:14][CH2:15][CH2:16][CH2:17][C:18]([O:20][CH2:21][CH3:22])=[O:19].CO.[BH4-].[Na+].Cl, predict the reaction product. The product is: [OH:23][CH:3]([C:2]([CH3:24])([C:25]1[CH:26]=[CH:27][CH:28]=[CH:29][CH:30]=1)[CH3:1])/[CH:4]=[CH:5]/[C@H:6]1[CH2:10][CH2:9][C:8](=[O:11])[N:7]1[CH2:12][CH2:13][CH2:14][CH2:15][CH2:16][CH2:17][C:18]([O:20][CH2:21][CH3:22])=[O:19].